From a dataset of hERG potassium channel inhibition data for cardiac toxicity prediction from Karim et al.. Regression/Classification. Given a drug SMILES string, predict its toxicity properties. Task type varies by dataset: regression for continuous values (e.g., LD50, hERG inhibition percentage) or binary classification for toxic/non-toxic outcomes (e.g., AMES mutagenicity, cardiotoxicity, hepatotoxicity). Dataset: herg_karim. The molecule is N#Cc1ccc(Cn2cncc2C[NH2+][C@@H]2CCN(C(=O)c3cccnc3N)C2=O)cc1. The result is 0 (non-blocker).